Dataset: Reaction yield outcomes from USPTO patents with 853,638 reactions. Task: Predict the reaction yield, written as a fraction of the theoretical maximum amount of product (1.0 means a 100% yield; for example, 0.34 means a 34% yield). (1) The reactants are [CH:1]([N:4]1[CH2:9][CH2:8][CH:7]([O:10][C:11]2[CH:12]=[C:13]3[C:18](=[CH:19][CH:20]=2)[N:17]=[C:16]([C:21]([OH:23])=O)[CH:15]=[CH:14]3)[CH2:6][CH2:5]1)([CH3:3])[CH3:2].Cl.C(N1C=CN=C1)(N1C=CN=C1)=O.CO[CH:39]1[CH2:44][CH2:43][NH:42][CH2:41]C1. The catalyst is CN(C=O)C.CO. The product is [N:42]1([C:21]([C:16]2[CH:15]=[CH:14][C:13]3[C:18](=[CH:19][CH:20]=[C:11]([O:10][CH:7]4[CH2:8][CH2:9][N:4]([CH:1]([CH3:3])[CH3:2])[CH2:5][CH2:6]4)[CH:12]=3)[N:17]=2)=[O:23])[CH2:41][CH:39]=[CH:44][CH2:43]1. The yield is 0.140. (2) The product is [CH2:3]([C:5]1[S:6][CH:7]=[C:8]([CH:10]([C:16]([CH3:17])=[O:18])[C:11]([O:13][CH2:14][CH3:15])=[O:12])[N:9]=1)[CH3:4]. The reactants are [H-].[Na+].[CH2:3]([C:5]1[S:6][CH:7]=[C:8]([CH2:10][C:11]([O:13][CH2:14][CH3:15])=[O:12])[N:9]=1)[CH3:4].[C:16](OCC)(=[O:18])[CH3:17]. The yield is 0.370. The catalyst is O1CCCC1. (3) The reactants are [F:1][C:2]1[CH:3]=[C:4]([C:27]2[C:28]([C:33]#[N:34])=[CH:29][CH:30]=[CH:31][CH:32]=2)[CH:5]=[CH:6][C:7]=1[CH2:8][C:9]1[C:10](=[O:26])[N:11]([C@H:21]2[CH2:24][C@@H:23]([OH:25])[CH2:22]2)[C:12]2[N:13]([N:18]=[CH:19][N:20]=2)[C:14]=1[CH2:15][CH2:16][CH3:17].[N+](=[CH:37][C:38]([O:40][CH2:41][CH3:42])=[O:39])=[N-]. The catalyst is C1(C)C=CC=CC=1.C([O-])(=O)C.[Rh+2].C([O-])(=O)C. The product is [CH2:41]([O:40][C:38](=[O:39])[CH2:37][O:25][C@H:23]1[CH2:22][C@@H:21]([N:11]2[C:10](=[O:26])[C:9]([CH2:8][C:7]3[CH:6]=[CH:5][C:4]([C:27]4[CH:32]=[CH:31][CH:30]=[CH:29][C:28]=4[C:33]#[N:34])=[CH:3][C:2]=3[F:1])=[C:14]([CH2:15][CH2:16][CH3:17])[N:13]3[N:18]=[CH:19][N:20]=[C:12]23)[CH2:24]1)[CH3:42]. The yield is 0.370. (4) The reactants are [Cl:1][C:2]1[CH:7]=[CH:6][C:5]([C:8](=O)[CH:9]=[CH:10][N:11](C)C)=[CH:4][C:3]=1[CH2:15][NH:16][C:17](=[O:20])[O:18][CH3:19].O.[NH2:22]N.CO.C(Cl)(Cl)Cl. The catalyst is CO. The product is [Cl:1][C:2]1[CH:7]=[CH:6][C:5]([C:8]2[CH:9]=[CH:10][NH:11][N:22]=2)=[CH:4][C:3]=1[CH2:15][NH:16][C:17](=[O:20])[O:18][CH3:19]. The yield is 0.480. (5) The reactants are [Cl:1][C:2]1[N:7]=[C:6](Cl)[C:5]([N+:9]([O-:11])=[O:10])=[CH:4][N:3]=1.[CH:12]1([NH2:17])[CH2:16][CH2:15][CH2:14][CH2:13]1.C(N(CC)C(C)C)(C)C. The catalyst is C1COCC1. The product is [Cl:1][C:2]1[N:7]=[C:6]([NH:17][CH:12]2[CH2:16][CH2:15][CH2:14][CH2:13]2)[C:5]([N+:9]([O-:11])=[O:10])=[CH:4][N:3]=1. The yield is 0.840. (6) The reactants are [F:1][C:2]1[CH:10]=[CH:9][C:5](/[CH:6]=[N:7]\[OH:8])=[CH:4][CH:3]=1.[Cl:11]N1C(=O)CCC1=O. The yield is 0.890. The catalyst is CN(C=O)C. The product is [OH:8]/[N:7]=[C:6](\[Cl:11])/[C:5]1[CH:9]=[CH:10][C:2]([F:1])=[CH:3][CH:4]=1.